This data is from Reaction yield outcomes from USPTO patents with 853,638 reactions. The task is: Predict the reaction yield, written as a fraction of the theoretical maximum amount of product (1.0 means a 100% yield; for example, 0.34 means a 34% yield). (1) The reactants are C1C=CC2N(O)N=NC=2C=1.CCN(C(C)C)C(C)C.[C:20]1([C:26]2[O:30][N:29]=[C:28]([C:31]([OH:33])=O)[CH:27]=2)[CH:25]=[CH:24][CH:23]=[CH:22][CH:21]=1.CCN=C=NCCCN(C)C.Cl.Cl.[NH2:47][CH2:48][C:49]([N:51]1[CH2:56][CH2:55][N:54]([C:57](=[O:66])[C:58]2[CH:63]=[C:62]([Cl:64])[CH:61]=[CH:60][C:59]=2[Cl:65])[CH2:53][CH2:52]1)=[O:50]. The catalyst is CN(C=O)C.O. The product is [Cl:65][C:59]1[CH:60]=[CH:61][C:62]([Cl:64])=[CH:63][C:58]=1[C:57]([N:54]1[CH2:53][CH2:52][N:51]([C:49](=[O:50])[CH2:48][NH:47][C:31]([C:28]2[CH:27]=[C:26]([C:20]3[CH:21]=[CH:22][CH:23]=[CH:24][CH:25]=3)[O:30][N:29]=2)=[O:33])[CH2:56][CH2:55]1)=[O:66]. The yield is 0.534. (2) The reactants are [F:1][C:2]1[C:3]([NH:12][C:13]2[CH:18]=[CH:17][C:16]([S:19][CH2:20][CH3:21])=[CH:15][C:14]=2[F:22])=[C:4]([CH:8]=[CH:9][C:10]=1[F:11])[C:5]([OH:7])=O.C1N=CN(C(N2C=NC=C2)=O)C=1.[NH2:35][O:36][CH2:37][CH2:38][OH:39]. No catalyst specified. The product is [F:1][C:2]1[C:3]([NH:12][C:13]2[CH:18]=[CH:17][C:16]([S:19][CH2:20][CH3:21])=[CH:15][C:14]=2[F:22])=[C:4]([CH:8]=[CH:9][C:10]=1[F:11])[C:5]([NH:35][O:36][CH2:37][CH2:38][OH:39])=[O:7]. The yield is 0.650. (3) The reactants are [Br:1][C:2]1[S:6][C:5]([CH2:7][N:8]2[CH2:12]CC[CH2:9]2)=[CH:4][CH:3]=1.CNC.CO. No catalyst specified. The product is [Br:1][C:2]1[S:6][C:5]([CH2:7][N:8]([CH3:12])[CH3:9])=[CH:4][CH:3]=1. The yield is 0.930. (4) The reactants are [CH2:1]([O:3][C:4](=[O:33])[CH:5]([C:7]1[C:12]([F:13])=[CH:11][C:10]([O:14][Si:15]([C:28]([CH3:31])([CH3:30])[CH3:29])([C:22]2[CH:27]=[CH:26][CH:25]=[CH:24][CH:23]=2)[C:16]2[CH:21]=[CH:20][CH:19]=[CH:18][CH:17]=2)=[CH:9][C:8]=1[F:32])[OH:6])[CH3:2].I[CH2:35][CH3:36]. The catalyst is C(Cl)Cl. The product is [CH2:1]([O:3][C:4](=[O:33])[CH:5]([C:7]1[C:12]([F:13])=[CH:11][C:10]([O:14][Si:15]([C:28]([CH3:29])([CH3:31])[CH3:30])([C:16]2[CH:21]=[CH:20][CH:19]=[CH:18][CH:17]=2)[C:22]2[CH:27]=[CH:26][CH:25]=[CH:24][CH:23]=2)=[CH:9][C:8]=1[F:32])[O:6][CH2:35][CH3:36])[CH3:2]. The yield is 0.660. (5) The catalyst is C1C=CC([P]([Pd]([P](C2C=CC=CC=2)(C2C=CC=CC=2)C2C=CC=CC=2)([P](C2C=CC=CC=2)(C2C=CC=CC=2)C2C=CC=CC=2)[P](C2C=CC=CC=2)(C2C=CC=CC=2)C2C=CC=CC=2)(C2C=CC=CC=2)C2C=CC=CC=2)=CC=1.C1(C)C=CC=CC=1. The product is [Cl:1][C:2]1[CH:3]=[C:4]([C:22]#[CH:23])[CH:5]=[C:6]2[C:11]=1[O:10][CH:9]([C:12]([F:15])([F:14])[F:13])[C:8]([C:16]([O:18][CH2:19][CH3:20])=[O:17])=[CH:7]2. The reactants are [Cl:1][C:2]1[CH:3]=[C:4](I)[CH:5]=[C:6]2[C:11]=1[O:10][CH:9]([C:12]([F:15])([F:14])[F:13])[C:8]([C:16]([O:18][CH2:19][CH3:20])=[O:17])=[CH:7]2.[CH2:22]([Sn](CCCC)(CCCC)C#C)[CH2:23]CC. The yield is 0.756.